This data is from Blood-brain barrier penetration binary classification data from Martins et al.. The task is: Regression/Classification. Given a drug SMILES string, predict its absorption, distribution, metabolism, or excretion properties. Task type varies by dataset: regression for continuous measurements (e.g., permeability, clearance, half-life) or binary classification for categorical outcomes (e.g., BBB penetration, CYP inhibition). Dataset: bbb_martins. (1) The molecule is [C-]#[N+]C(=C\c1ccc(O)cc1)/C(=C/c1ccc(O)cc1)[N+]#[C-]. The result is 0 (does not penetrate BBB). (2) The drug is CCCN1CC(NS(=O)(=O)N(CC)CC)CC2Cc3c(O)cccc3CC21. The result is 1 (penetrates BBB).